From a dataset of Reaction yield outcomes from USPTO patents with 853,638 reactions. Predict the reaction yield, written as a fraction of the theoretical maximum amount of product (1.0 means a 100% yield; for example, 0.34 means a 34% yield). (1) The reactants are [NH:1]1[C:9]2[C:4](=[CH:5][CH:6]=[CH:7][CH:8]=2)[C:3]2([CH2:13][O:12][C:11]3[CH:14]=[C:15]4[C:19](=[CH:20][C:10]2=3)[CH2:18][CH2:17][O:16]4)[C:2]1=[O:21].Br[CH2:23][CH:24]1[CH2:29][CH2:28][CH2:27][CH2:26][O:25]1.C(=O)([O-])[O-].[Cs+].[Cs+]. The catalyst is CC(=O)CC. The product is [O:25]1[CH2:26][CH2:27][CH2:28][CH2:29][CH:24]1[CH2:23][N:1]1[C:9]2[C:4](=[CH:5][CH:6]=[CH:7][CH:8]=2)[C:3]2([CH2:13][O:12][C:11]3[CH:14]=[C:15]4[C:19](=[CH:20][C:10]2=3)[CH2:18][CH2:17][O:16]4)[C:2]1=[O:21]. The yield is 0.820. (2) The reactants are [CH3:1][C:2]1[C:10]2[C:5](=[CH:6][CH:7]=[CH:8][CH:9]=2)[NH:4][N:3]=1.N1C=CC=CC=1.[CH3:17][C:18](OC(C)=O)=[O:19]. The catalyst is C1COCC1.CN(C1C=CN=CC=1)C. The product is [CH3:1][C:2]1[C:10]2[C:5](=[CH:6][CH:7]=[CH:8][CH:9]=2)[N:4]([C:18](=[O:19])[CH3:17])[N:3]=1. The yield is 0.910.